From a dataset of Full USPTO retrosynthesis dataset with 1.9M reactions from patents (1976-2016). Predict the reactants needed to synthesize the given product. (1) Given the product [C:1]([O:5][C:6]([N:8]([CH2:25][CH:26]1[CH2:27][CH2:28]1)[C:9]1[CH:14]=[C:13]([C:15]2[O:16][CH:17]=[C:18]([C:20]([OH:22])=[O:21])[N:19]=2)[CH:12]=[CH:11][N:10]=1)=[O:7])([CH3:4])([CH3:2])[CH3:3], predict the reactants needed to synthesize it. The reactants are: [C:1]([O:5][C:6]([N:8]([CH2:25][CH:26]1[CH2:28][CH2:27]1)[C:9]1[CH:14]=[C:13]([C:15]2[O:16][CH:17]=[C:18]([C:20]([O:22]CC)=[O:21])[N:19]=2)[CH:12]=[CH:11][N:10]=1)=[O:7])([CH3:4])([CH3:3])[CH3:2].[OH-].[Na+].C(O)C.Cl. (2) Given the product [CH3:2][O:3][C:4]1[CH:5]=[C:6]2[C:10](=[CH:11][CH:12]=1)[NH:9][N:8]=[C:7]2[C:13]([NH:15][CH2:16][CH:17]1[CH2:22][CH2:21][N:20]([CH2:30][CH2:31][CH2:32][C:33]([O:35][CH2:36][CH3:37])=[O:34])[CH2:19][CH2:18]1)=[O:14], predict the reactants needed to synthesize it. The reactants are: Cl.[CH3:2][O:3][C:4]1[CH:5]=[C:6]2[C:10](=[CH:11][CH:12]=1)[NH:9][N:8]=[C:7]2[C:13]([NH:15][CH2:16][CH:17]1[CH2:22][CH2:21][NH:20][CH2:19][CH2:18]1)=[O:14].C(=O)([O-])[O-].[K+].[K+].Cl[CH2:30][CH2:31][CH2:32][C:33]([O:35][CH2:36][CH3:37])=[O:34]. (3) Given the product [CH3:33][CH:34]([CH3:38])[C:35]([NH:75][NH:74][C:72]([N:69]1[CH2:68][CH2:67][CH:66]([CH2:65][O:64][C:61]2[CH:62]=[N:63][C:58]([C:55]3[CH:56]=[CH:57][C:52]([S:49]([CH3:48])(=[O:50])=[O:51])=[CH:53][CH:54]=3)=[CH:59][CH:60]=2)[CH2:71][CH2:70]1)=[O:73])=[O:36], predict the reactants needed to synthesize it. The reactants are: CN(C(ON1N=NC2C=CC=CC1=2)=[N+](C)C)C.[B-](F)(F)(F)F.C1C=CC2N(O)N=NC=2C=1.[CH3:33][CH:34]([CH3:38])[C:35](O)=[O:36].C(N(C(C)C)CC)(C)C.[CH3:48][S:49]([C:52]1[CH:57]=[CH:56][C:55]([C:58]2[N:63]=[CH:62][C:61]([O:64][CH2:65][CH:66]3[CH2:71][CH2:70][N:69]([C:72]([NH:74][NH2:75])=[O:73])[CH2:68][CH2:67]3)=[CH:60][CH:59]=2)=[CH:54][CH:53]=1)(=[O:51])=[O:50]. (4) Given the product [C:1]([C:5]1[CH:37]=[CH:36][C:8]([C:9]([NH:11][C:12]2[CH:13]=[CH:14][C:15]([C:18]3[CH:26]=[C:25]4[C:21]([CH2:22][N:23]([C@@H:28]([CH:33]([CH3:34])[CH3:35])[C:29]([O:31][CH3:32])=[O:30])[C:24]4=[O:27])=[CH:20][CH:19]=3)=[C:38]([CH3:39])[CH:17]=2)=[O:10])=[CH:7][CH:6]=1)([CH3:4])([CH3:3])[CH3:2], predict the reactants needed to synthesize it. The reactants are: [C:1]([C:5]1[CH:37]=[CH:36][C:8]([C:9]([NH:11][C:12]2[CH:13]=[CH:14][C:15]([C:18]3[CH:26]=[C:25]4[C:21]([CH2:22][N:23]([C@@H:28]([CH:33]([CH3:35])[CH3:34])[C:29]([O:31][CH3:32])=[O:30])[C:24]4=[O:27])=[CH:20][CH:19]=3)=N[CH:17]=2)=[O:10])=[CH:7][CH:6]=1)([CH3:4])([CH3:3])[CH3:2].[C:38](C1C=CC(C(Cl)=O)=CC=1)(C)(C)[CH3:39].